Dataset: Cav3 T-type calcium channel HTS with 100,875 compounds. Task: Binary Classification. Given a drug SMILES string, predict its activity (active/inactive) in a high-throughput screening assay against a specified biological target. (1) The compound is o1nc(c2CCCCCc12)C(=O)NCc1ccc(OC)cc1. The result is 0 (inactive). (2) The compound is O(c1cc(NC(=O)c2cc(OC)ccc2)ccc1)CC(O)=O. The result is 0 (inactive). (3) The molecule is Clc1ccc(Cn2nc[n+]3[nH]c(cc(=O)c23)C)cc1. The result is 0 (inactive). (4) The drug is O(c1cc(c(c(O)c1)C(Oc1cc(c(c(O)c1)C(O)=O)C)=O)C)C(=O)c1c(cc(O)cc1O)C. The result is 0 (inactive). (5) The drug is S(=O)(=O)(N1CCOCC1)c1ccc(OCC(=O)Nc2c(cccc2)C(F)(F)F)cc1. The result is 0 (inactive).